This data is from Forward reaction prediction with 1.9M reactions from USPTO patents (1976-2016). The task is: Predict the product of the given reaction. Given the reactants [CH2:1]([O:8][C:9]1[C:14]([CH2:15][N:16]2[CH2:25][CH2:24][C:23]3[C:18](=[C:19]([Cl:28])[C:20](Br)=[CH:21][C:22]=3[Cl:26])[C:17]2=[O:29])=[C:13]([CH3:30])[CH:12]=[C:11]([CH3:31])[N:10]=1)[C:2]1[CH:7]=[CH:6][CH:5]=[CH:4][CH:3]=1.C([Mg]Cl)(C)C.[Cl-].[Li+].[C:39](Cl)(=[O:41])[CH3:40], predict the reaction product. The product is: [C:39]([C:20]1[C:19]([Cl:28])=[C:18]2[C:23]([CH2:24][CH2:25][N:16]([CH2:15][C:14]3[C:9]([O:8][CH2:1][C:2]4[CH:7]=[CH:6][CH:5]=[CH:4][CH:3]=4)=[N:10][C:11]([CH3:31])=[CH:12][C:13]=3[CH3:30])[C:17]2=[O:29])=[C:22]([Cl:26])[CH:21]=1)(=[O:41])[CH3:40].